Dataset: Full USPTO retrosynthesis dataset with 1.9M reactions from patents (1976-2016). Task: Predict the reactants needed to synthesize the given product. (1) Given the product [ClH:15].[ClH:15].[NH2:10][C:8]1[CH:7]=[CH:6][C:5]([CH3:13])=[C:4]([CH:9]=1)[CH2:3][N:2]([CH3:1])[CH3:14], predict the reactants needed to synthesize it. The reactants are: [CH3:1][N:2]([CH3:14])[CH2:3][C:4]1[CH:9]=[C:8]([N+:10]([O-])=O)[CH:7]=[CH:6][C:5]=1[CH3:13].[Cl-:15].[Ca+2].[Cl-].Cl.C(OCC)(=O)C. (2) Given the product [CH2:1]([C:3]1[C:12]2[C:7](=[CH:8][C:9]([O:15][CH3:16])=[C:10]([O:13][CH3:14])[CH:11]=2)[C:6]([CH2:20][C:21]2[C:22]([NH:33][CH2:34][CH3:35])=[N:23][C:24]3[C:29]([CH:30]=2)=[CH:28][C:27]([O:31][CH3:32])=[CH:26][CH:25]=3)=[C:5]([OH:17])[N:4]=1)[CH3:2], predict the reactants needed to synthesize it. The reactants are: [CH2:1]([C:3]1[C:12]2[C:7](=[CH:8][C:9]([O:15][CH3:16])=[C:10]([O:13][CH3:14])[CH:11]=2)[CH:6]=[C:5]([OH:17])[N:4]=1)[CH3:2].Cl.Cl[CH2:20][C:21]1[C:22]([NH:33][CH2:34][CH3:35])=[N:23][C:24]2[C:29]([CH:30]=1)=[CH:28][C:27]([O:31][CH3:32])=[CH:26][CH:25]=2.ClCC1C(NCC)=NC2C(C=1)=CC(OC)=CC=2.[Li+].[OH-]. (3) Given the product [CH:24]1([CH2:23][O:22][C:6]2[CH:7]=[CH:8][C:9]3[C:10]([CH2:14][CH2:15][CH:16]4[CH2:21][CH2:20][N:19]([CH2:36][C:33]5[CH:34]=[CH:35][C:28]([F:27])=[C:29]([CH:32]=5)[C:30]#[N:31])[CH2:18][CH2:17]4)=[N:11][O:12][C:13]=3[C:5]=2[CH2:4][N:2]([CH3:3])[CH3:1])[CH2:25][CH2:26]1, predict the reactants needed to synthesize it. The reactants are: [CH3:1][N:2]([CH2:4][C:5]1[C:13]2[O:12][N:11]=[C:10]([CH2:14][CH2:15][CH:16]3[CH2:21][CH2:20][NH:19][CH2:18][CH2:17]3)[C:9]=2[CH:8]=[CH:7][C:6]=1[O:22][CH2:23][CH:24]1[CH2:26][CH2:25]1)[CH3:3].[F:27][C:28]1[CH:35]=[CH:34][C:33]([CH:36]=O)=[CH:32][C:29]=1[C:30]#[N:31].